This data is from Forward reaction prediction with 1.9M reactions from USPTO patents (1976-2016). The task is: Predict the product of the given reaction. The product is: [Cl:1][C:2]1[N:7]=[N:6][C:5]([NH:8][S:31]([CH2:30][C:29]2[CH:28]=[C:27]([Cl:35])[S:26][C:25]=2[Cl:24])(=[O:33])=[O:32])=[C:4]([O:22][CH3:23])[CH:3]=1. Given the reactants [Cl:1][C:2]1[N:7]=[N:6][C:5]([NH:8]S(CC2C=C(C#N)C=CC=2Cl)(=O)=O)=[C:4]([O:22][CH3:23])[CH:3]=1.[Cl:24][C:25]1[S:26][C:27]([Cl:35])=[CH:28][C:29]=1[CH2:30][S:31](Cl)(=[O:33])=[O:32].ClC1C=CC(C#N)=CC=1CS(Cl)(=O)=O, predict the reaction product.